This data is from Full USPTO retrosynthesis dataset with 1.9M reactions from patents (1976-2016). The task is: Predict the reactants needed to synthesize the given product. (1) Given the product [CH2:1]([O:3][C:4]([C:6]1[C:7]([N:19]2[CH2:24][CH2:23][O:22][CH2:21][CH2:20]2)=[C:8]2[CH:15]=[N:14][N:13]([CH:16]([CH3:18])[CH3:17])[C:9]2=[N:10][C:11]=1[O:12][S:41]([C:44]([F:47])([F:46])[F:45])(=[O:42])=[O:40])=[O:5])[CH3:2], predict the reactants needed to synthesize it. The reactants are: [CH2:1]([O:3][C:4]([C:6]1[C:11](=[O:12])[NH:10][C:9]2[N:13]([CH:16]([CH3:18])[CH3:17])[N:14]=[CH:15][C:8]=2[C:7]=1[N:19]1[CH2:24][CH2:23][O:22][CH2:21][CH2:20]1)=[O:5])[CH3:2].C(C1C=C(C)C=C(C(C)(C)C)N=1)(C)(C)C.[O:40](S(C(F)(F)F)(=O)=O)[S:41]([C:44]([F:47])([F:46])[F:45])(=O)=[O:42].C([O-])(O)=O.[Na+]. (2) Given the product [C:23]([C:21]1[CH:20]=[CH:19][C:18]([O:25][CH3:26])=[C:17]([C:16]2[CH:2]=[C:1]([C:3]3[CH:4]=[C:5]([C:6]#[N:7])[CH:8]=[CH:9][C:10]=3[O:11][CH3:12])[O:14][N:15]=2)[CH:22]=1)#[N:24], predict the reactants needed to synthesize it. The reactants are: [C:1]([C:3]1[CH:4]=[C:5]([CH:8]=[CH:9][C:10]=1[O:11][CH3:12])[C:6]#[N:7])#[CH:2].Cl[O:14][N:15]=[CH:16][C:17]1[CH:22]=[C:21]([C:23]#[N:24])[CH:20]=[CH:19][C:18]=1[O:25][CH3:26].C(Cl)(Cl)Cl.